Dataset: Reaction yield outcomes from USPTO patents with 853,638 reactions. Task: Predict the reaction yield, written as a fraction of the theoretical maximum amount of product (1.0 means a 100% yield; for example, 0.34 means a 34% yield). The reactants are [Cl:1][C:2]1[C:3]([C:9]([OH:11])=[O:10])=[N:4][CH:5]=[C:6]([Cl:8])[N:7]=1.[CH3:12][Si](C=[N+]=[N-])(C)C. The catalyst is CO.C(OCC)C. The product is [Cl:1][C:2]1[C:3]([C:9]([O:11][CH3:12])=[O:10])=[N:4][CH:5]=[C:6]([Cl:8])[N:7]=1. The yield is 0.960.